Dataset: Full USPTO retrosynthesis dataset with 1.9M reactions from patents (1976-2016). Task: Predict the reactants needed to synthesize the given product. (1) Given the product [Br:27][CH2:28][CH2:29][CH2:30][C:11]([C:5]1[CH:6]=[CH:7][C:8]([O:9][CH3:10])=[C:3]([O:2][CH3:1])[CH:4]=1)([CH:14]([CH3:16])[CH3:15])[C:12]#[N:13], predict the reactants needed to synthesize it. The reactants are: [CH3:1][O:2][C:3]1[CH:4]=[C:5]([CH:11]([CH:14]([CH3:16])[CH3:15])[C:12]#[N:13])[CH:6]=[CH:7][C:8]=1[O:9][CH3:10].C[Si]([N-][Si](C)(C)C)(C)C.[Na+].[Br:27][CH2:28][CH2:29][CH2:30]Br.[NH4+].[Cl-]. (2) Given the product [OH:10][CH:8]1[CH2:7][CH2:6][CH:5]([C:11]([O:13][CH3:14])=[O:12])[C:4]([CH3:15])([CH3:3])[CH2:9]1, predict the reactants needed to synthesize it. The reactants are: [BH4-].[Na+].[CH3:3][C:4]1([CH3:15])[CH2:9][C:8](=[O:10])[CH2:7][CH2:6][CH:5]1[C:11]([O:13][CH3:14])=[O:12].Cl. (3) Given the product [Br:3][C:4]1[CH:13]=[C:12]([CH:11]=[C:6]([CH2:7][OH:8])[CH:5]=1)[C:14]([N:15]([CH3:17])[CH3:16])=[O:18], predict the reactants needed to synthesize it. The reactants are: [Li+].[BH4-].[Br:3][C:4]1[CH:5]=[C:6]([CH:11]=[C:12]([C:14](=[O:18])[N:15]([CH3:17])[CH3:16])[CH:13]=1)[C:7](OC)=[O:8].CO.[NH4+].[Cl-]. (4) Given the product [CH3:11][C:3]1[C:2]([C:17]2[N:13]([CH3:12])[N:14]=[CH:15][CH:16]=2)=[CH:10][CH:9]=[CH:8][C:4]=1[C:5]([OH:7])=[O:6], predict the reactants needed to synthesize it. The reactants are: Br[C:2]1[C:3]([CH3:11])=[C:4]([CH:8]=[CH:9][CH:10]=1)[C:5]([OH:7])=[O:6].[CH3:12][N:13]1[C:17](B2OC(C)(C)C(C)(C)O2)=[CH:16][CH:15]=[N:14]1.C(=O)([O-])[O-].[Na+].[Na+]. (5) Given the product [Br:1][C:2]1[CH:3]=[N:4][C:5]2[N:6]([N:8]=[C:9]([C:11]([N:16]3[CH2:17][CH2:18][C:19]4[S:23][C:22]([CH3:24])=[CH:21][C:20]=4[N:15]3[CH3:14])=[O:13])[CH:10]=2)[CH:7]=1, predict the reactants needed to synthesize it. The reactants are: [Br:1][C:2]1[CH:3]=[N:4][C:5]2[N:6]([N:8]=[C:9]([C:11]([OH:13])=O)[CH:10]=2)[CH:7]=1.[CH3:14][N:15]1[C:20]2[CH:21]=[C:22]([CH3:24])[S:23][C:19]=2[CH2:18][CH2:17][NH:16]1.